This data is from TCR-epitope binding with 47,182 pairs between 192 epitopes and 23,139 TCRs. The task is: Binary Classification. Given a T-cell receptor sequence (or CDR3 region) and an epitope sequence, predict whether binding occurs between them. (1) The epitope is TEKSNIIRGW. The TCR CDR3 sequence is CASSHSTASVYEQYF. Result: 0 (the TCR does not bind to the epitope). (2) The epitope is HTTDPSFLGRY. The TCR CDR3 sequence is CSVEARDSYGYTF. Result: 1 (the TCR binds to the epitope). (3) The epitope is RILGAGCFV. The TCR CDR3 sequence is CASSQVGLTPTYEQYF. Result: 0 (the TCR does not bind to the epitope). (4) The epitope is ILHCANFNV. The TCR CDR3 sequence is CASSSGYSSYNEQFF. Result: 0 (the TCR does not bind to the epitope).